From a dataset of Catalyst prediction with 721,799 reactions and 888 catalyst types from USPTO. Predict which catalyst facilitates the given reaction. (1) Reactant: [NH2:1][C:2]1[CH:3]=[C:4]([CH:8]=[C:9]([NH2:11])[CH:10]=1)[C:5]([OH:7])=[O:6].[F:12][C:13]([F:24])([F:23])[C:14](O[C:14](=[O:15])[C:13]([F:24])([F:23])[F:12])=[O:15].[OH2:25]. Product: [F:12][C:13]([F:23])([F:24])[C:14]([NH:1][C:2]1[CH:3]=[C:4]([CH:8]=[C:9]([NH:11][C:14](=[O:25])[C:13]([F:24])([F:23])[F:12])[CH:10]=1)[C:5]([OH:7])=[O:6])=[O:15]. The catalyst class is: 1. (2) Reactant: ClC(N(C)C)=C(C)C.[C:9]([NH:17][C:18]([NH:20][C:21]1([C:35]2[CH:40]=[N:39][CH:38]=[CH:37][N:36]=2)[CH:25]([CH2:26]O)[CH2:24][N:23]([C:28]([O:30][C:31]([CH3:34])([CH3:33])[CH3:32])=[O:29])[CH2:22]1)=[S:19])(=[O:16])[C:10]1[CH:15]=[CH:14][CH:13]=[CH:12][CH:11]=1.C(=O)([O-])[O-].[Na+].[Na+]. Product: [C:9]([NH:17][C:18]1[S:19][CH2:26][CH:25]2[CH2:24][N:23]([C:28]([O:30][C:31]([CH3:34])([CH3:33])[CH3:32])=[O:29])[CH2:22][C:21]2([C:35]2[CH:40]=[N:39][CH:38]=[CH:37][N:36]=2)[N:20]=1)(=[O:16])[C:10]1[CH:15]=[CH:14][CH:13]=[CH:12][CH:11]=1. The catalyst class is: 4.